Dataset: Reaction yield outcomes from USPTO patents with 853,638 reactions. Task: Predict the reaction yield, written as a fraction of the theoretical maximum amount of product (1.0 means a 100% yield; for example, 0.34 means a 34% yield). (1) The reactants are [Cl:1][S:2]([N:5]=[C:6]=[O:7])(=[O:4])=[O:3].[NH2:8][C:9]1[CH:14]=[CH:13][C:12]([CH3:15])=[CH:11][CH:10]=1. The catalyst is C(OCC)C. The product is [CH3:15][C:12]1[CH:13]=[CH:14][C:9]([NH:8][C:6](=[O:7])[NH:5][S:2]([Cl:1])(=[O:4])=[O:3])=[CH:10][CH:11]=1. The yield is 0.800. (2) The reactants are [CH3:1][N:2]([CH3:16])[C:3]([N:5]1[CH2:9][CH:8]2[CH2:10][C:11](C#N)([CH3:13])[CH2:12][CH:7]2[CH2:6]1)=[O:4].[C:17](=[O:20])([O-])[O-:18].[K+].[K+]. The catalyst is Cl.O. The product is [CH3:1][N:2]([CH3:16])[C:3]([N:5]1[CH2:9][CH:8]2[CH2:10][C:11]([CH3:13])([C:17]([OH:18])=[O:20])[CH2:12][CH:7]2[CH2:6]1)=[O:4]. The yield is 0.920. (3) The reactants are [Cl:1][C:2]1[CH:7]=[C:6]([Cl:8])[CH:5]=[CH:4][C:3]=1[S:9][C:10]1[CH:20]=[CH:19][CH:18]=[CH:17][C:11]=1/[CH:12]=[CH:13]/[C:14]([OH:16])=O.C(Cl)(C(Cl)=O)=O.[NH2:27][CH2:28][CH2:29][CH2:30][CH2:31][CH2:32][CH2:33][OH:34].CCN(C(C)C)C(C)C.Cl. The catalyst is C(Cl)Cl.CN(C=O)C.CN(C1C=CN=CC=1)C. The product is [Cl:1][C:2]1[CH:7]=[C:6]([Cl:8])[CH:5]=[CH:4][C:3]=1[S:9][C:10]1[CH:20]=[CH:19][CH:18]=[CH:17][C:11]=1/[CH:12]=[CH:13]/[C:14]([NH:27][CH2:28][CH2:29][CH2:30][CH2:31][CH2:32][CH2:33][OH:34])=[O:16]. The yield is 0.900. (4) The reactants are ClC1C=CC(S(N[C@H]2CCCC[C@@H]2C(O)=O)(=O)=O)=CC=1.[Cl:21][C:22]1[CH:27]=[CH:26][C:25]([S:28]([NH:31][C@H:32]2[CH2:37][CH2:36][CH2:35][CH2:34][C@H:33]2[C:38]([NH2:40])=[O:39])(=[O:30])=[O:29])=[CH:24][CH:23]=1. No catalyst specified. The product is [Cl:21][C:22]1[CH:27]=[CH:26][C:25]([S:28]([NH:31][C@H:32]2[CH2:37][CH2:36][CH2:35][CH2:34][C@@H:33]2[C:38]([NH2:40])=[O:39])(=[O:29])=[O:30])=[CH:24][CH:23]=1. The yield is 0.960. (5) The reactants are [NH:1]1[CH:5]=[CH:4][N:3]=[C:2]1[C:6]1[NH:7][CH:8]=[CH:9][N:10]=1.Br[C:12]1[CH:13]=[CH:14][C:15]2[N:16]([C:25]3[CH:30]=[CH:29][CH:28]=[CH:27][CH:26]=3)[C:17]3[C:22]([C:23]=2[CH:24]=1)=[CH:21][CH:20]=[CH:19][CH:18]=3.C([O-])([O-])=O.[Cs+].[Cs+]. The catalyst is CN(C=O)C. The product is [CH:14]1[C:15]2[N:16]([C:25]3[CH:30]=[CH:29][C:28]([N:1]4[CH:5]=[CH:4][N:3]=[C:2]4[C:6]4[N:10]([C:28]5[CH:29]=[CH:30][C:25]([N:16]6[C:15]7[CH:14]=[CH:13][CH:12]=[CH:24][C:23]=7[C:22]7[C:17]6=[CH:18][CH:19]=[CH:20][CH:21]=7)=[CH:26][CH:27]=5)[CH:9]=[CH:8][N:7]=4)=[CH:27][CH:26]=3)[C:17]3[C:22](=[CH:21][CH:20]=[CH:19][CH:18]=3)[C:23]=2[CH:24]=[CH:12][CH:13]=1. The yield is 0.410. (6) The reactants are Br[C:2]1[N:6]2[N:7]=[C:8]([C:11]3[CH:32]=[CH:31][C:14]([C:15]([N:17]4[CH2:23][CH2:22][CH2:21][N:20]([C:24]([O:26][C:27]([CH3:30])([CH3:29])[CH3:28])=[O:25])[CH2:19][CH2:18]4)=[O:16])=[CH:13][CH:12]=3)[CH:9]=[CH:10][C:5]2=[N:4][CH:3]=1.C([O-])([O-])=O.[Cs+].[Cs+].CC1(C)C(C)(C)OB([C:47]2[CH:48]=[C:49]3[C:53](=[CH:54][CH:55]=2)[NH:52][C:51](=[O:56])[CH2:50]3)O1. The catalyst is CN(C=O)C.O.C1C=CC(P(C2C=CC=CC=2)[C-]2C=CC=C2)=CC=1.C1C=CC(P(C2C=CC=CC=2)[C-]2C=CC=C2)=CC=1.Cl[Pd]Cl.[Fe+2]. The product is [O:56]=[C:51]1[CH2:50][C:49]2[C:53](=[CH:54][CH:55]=[C:47]([C:2]3[N:6]4[N:7]=[C:8]([C:11]5[CH:12]=[CH:13][C:14]([C:15]([N:17]6[CH2:23][CH2:22][CH2:21][N:20]([C:24]([O:26][C:27]([CH3:30])([CH3:29])[CH3:28])=[O:25])[CH2:19][CH2:18]6)=[O:16])=[CH:31][CH:32]=5)[CH:9]=[CH:10][C:5]4=[N:4][CH:3]=3)[CH:48]=2)[NH:52]1. The yield is 0.480.